Predict the reaction yield, written as a fraction of the theoretical maximum amount of product (1.0 means a 100% yield; for example, 0.34 means a 34% yield). From a dataset of Reaction yield outcomes from USPTO patents with 853,638 reactions. (1) The yield is 0.880. The catalyst is C(#N)C.C(OCC)(=O)C. The reactants are [OH:1][N:2]=[C:3]([C:10]1[N:14]([CH3:15])[N:13]=[N:12][N:11]=1)[C:4]1[CH:9]=[CH:8][CH:7]=[CH:6][CH:5]=1.C(=O)([O-])[O-].[Cs+].[Cs+].[I-].[Na+].[Br:24][C:25]1[S:26][CH:27]=[C:28]([CH2:30]Br)[N:29]=1. The product is [Br:24][C:25]1[S:26][CH:27]=[C:28]([CH2:30][O:1][N:2]=[C:3]([C:10]2[N:14]([CH3:15])[N:13]=[N:12][N:11]=2)[C:4]2[CH:5]=[CH:6][CH:7]=[CH:8][CH:9]=2)[N:29]=1. (2) The reactants are [Cl:1][C:2]1[N:7]=[C:6]([C:8]([O:10]C)=[O:9])[CH:5]=[C:4]([N:12]2[CH2:17][CH2:16][CH:15]([C:18]3[C:26]4[C:21](=[N:22][CH:23]=[CH:24][CH:25]=4)[NH:20][N:19]=3)[CH2:14][CH2:13]2)[N:3]=1.O.CC([O-])(C)C.[K+].C(Cl)Cl.CO. The catalyst is CN1C(=O)CCC1.C1COCC1. The product is [Cl:1][C:2]1[N:7]=[C:6]([C:8]([OH:10])=[O:9])[CH:5]=[C:4]([N:12]2[CH2:13][CH2:14][CH:15]([C:18]3[C:26]4[C:21](=[N:22][CH:23]=[CH:24][CH:25]=4)[NH:20][N:19]=3)[CH2:16][CH2:17]2)[N:3]=1. The yield is 0.890.